Dataset: Forward reaction prediction with 1.9M reactions from USPTO patents (1976-2016). Task: Predict the product of the given reaction. (1) Given the reactants [F:1][C:2]1[C:7](B(O)O)=[CH:6][CH:5]=[CH:4][N:3]=1.Br[C:12]1[N:17]=[CH:16][CH:15]=[CH:14][N:13]=1.C([O-])([O-])=O.[Na+].[Na+].ClCCl, predict the reaction product. The product is: [F:1][C:2]1[C:7]([C:12]2[N:17]=[CH:16][CH:15]=[CH:14][N:13]=2)=[CH:6][CH:5]=[CH:4][N:3]=1. (2) Given the reactants [CH:1]([O:4][C:5](=[O:24])[NH:6][C:7]1[CH:12]=[CH:11][C:10]([C:13]2[NH:14][C:15]3[C:20]([CH:21]=2)=[CH:19][CH:18]=[C:17]([O:22][CH3:23])[CH:16]=3)=[CH:9][CH:8]=1)([CH3:3])[CH3:2].[Cl:25]N1C(=O)CCC1=O, predict the reaction product. The product is: [CH:1]([O:4][C:5](=[O:24])[NH:6][C:7]1[CH:8]=[CH:9][C:10]([C:13]2[NH:14][C:15]3[C:20]([C:21]=2[Cl:25])=[CH:19][CH:18]=[C:17]([O:22][CH3:23])[CH:16]=3)=[CH:11][CH:12]=1)([CH3:3])[CH3:2]. (3) Given the reactants [Cl:1][C:2]1[CH:10]=[CH:9][CH:8]=[C:7]2[C:3]=1[C:4]([C:15]([OH:17])=O)=[CH:5][N:6]2[CH2:11][CH2:12][O:13][CH3:14].[NH2:18][CH:19]([C:22]1[CH:27]=[CH:26][CH:25]=[C:24]([C:28]([F:31])([F:30])[F:29])[C:23]=1[Cl:32])[CH2:20][OH:21].Cl.CN(C)CCCN=C=NCC.N1(O)C2C=CC=CC=2N=N1.CCN(C(C)C)C(C)C, predict the reaction product. The product is: [Cl:1][C:2]1[CH:10]=[CH:9][CH:8]=[C:7]2[C:3]=1[C:4]([C:15]([NH:18][CH:19]([C:22]1[CH:27]=[CH:26][CH:25]=[C:24]([C:28]([F:29])([F:30])[F:31])[C:23]=1[Cl:32])[CH2:20][OH:21])=[O:17])=[CH:5][N:6]2[CH2:11][CH2:12][O:13][CH3:14]. (4) Given the reactants [Br:1][C:2]1[C:3]([CH2:9][NH:10][CH3:11])=[C:4]([NH2:8])[CH:5]=[CH:6][CH:7]=1.[S:12](N)(N)(=[O:14])=[O:13], predict the reaction product. The product is: [Br:1][C:2]1[C:3]2[CH2:9][N:10]([CH3:11])[S:12](=[O:14])(=[O:13])[NH:8][C:4]=2[CH:5]=[CH:6][CH:7]=1.